From a dataset of Peptide-MHC class II binding affinity with 134,281 pairs from IEDB. Regression. Given a peptide amino acid sequence and an MHC pseudo amino acid sequence, predict their binding affinity value. This is MHC class II binding data. (1) The peptide sequence is ERVLDCRTAFKPVLV. The MHC is DRB1_1101 with pseudo-sequence DRB1_1101. The binding affinity (normalized) is 0.528. (2) The peptide sequence is SEIEEFRDRARVPLT. The MHC is HLA-DQA10401-DQB10402 with pseudo-sequence HLA-DQA10401-DQB10402. The binding affinity (normalized) is 0.175. (3) The peptide sequence is CSIVGWPAIRERMRRT. The MHC is DRB1_0401 with pseudo-sequence DRB1_0401. The binding affinity (normalized) is 0.256. (4) The peptide sequence is VRKDISEWQPSKGWN. The MHC is HLA-DQA10501-DQB10303 with pseudo-sequence HLA-DQA10501-DQB10303. The binding affinity (normalized) is 0.287. (5) The peptide sequence is GQIGNDPNRDIL. The MHC is HLA-DQA10501-DQB10301 with pseudo-sequence HLA-DQA10501-DQB10301. The binding affinity (normalized) is 0.